Dataset: Reaction yield outcomes from USPTO patents with 853,638 reactions. Task: Predict the reaction yield, written as a fraction of the theoretical maximum amount of product (1.0 means a 100% yield; for example, 0.34 means a 34% yield). (1) The reactants are CCN(C(C)C)C(C)C.[CH3:10][N:11]([C:21]1[CH:26]=[CH:25][CH:24]=[CH:23][CH:22]=1)[C:12]1[CH:20]=[CH:19][C:15]([C:16]([OH:18])=O)=[CH:14][CH:13]=1.CCN=C=NCCCN(C)C.C1C=CC2N(O)N=NC=2C=1.[NH2:48][CH2:49][C:50]([N:52]1[CH2:57][CH2:56][N:55]([C:58](=[O:69])[C:59]2[CH:64]=[CH:63][CH:62]=[CH:61][C:60]=2[C:65]([F:68])([F:67])[F:66])[CH2:54][CH2:53]1)=[O:51].C(O)(C(F)(F)F)=O. The catalyst is CN(C=O)C.O. The product is [CH3:10][N:11]([C:21]1[CH:26]=[CH:25][CH:24]=[CH:23][CH:22]=1)[C:12]1[CH:13]=[CH:14][C:15]([C:16]([NH:48][CH2:49][C:50](=[O:51])[N:52]2[CH2:53][CH2:54][N:55]([C:58](=[O:69])[C:59]3[CH:64]=[CH:63][CH:62]=[CH:61][C:60]=3[C:65]([F:66])([F:68])[F:67])[CH2:56][CH2:57]2)=[O:18])=[CH:19][CH:20]=1. The yield is 0.260. (2) The reactants are [NH2:1][C@@:2]([C:17]1[CH:22]=[C:21]([Br:23])[C:20]([F:24])=[CH:19][C:18]=1[F:25])([CH3:16])[C:3]([F:15])([F:14])[C:4]([CH3:13])([O:6][CH2:7][C:8](OCC)=[O:9])[CH3:5].CCCCCCC. The catalyst is C(OCC)(=O)C. The product is [Br:23][C:21]1[C:20]([F:24])=[CH:19][C:18]([F:25])=[C:17]([C@:2]2([CH3:16])[C:3]([F:15])([F:14])[C:4]([CH3:13])([CH3:5])[O:6][CH2:7][C:8](=[O:9])[NH:1]2)[CH:22]=1. The yield is 0.630. (3) The reactants are [CH2:1]([O:3][C:4]([C:6]1[C:11]([Cl:12])=[CH:10][C:9](=[O:13])[N:8]([CH3:14])[CH:7]=1)=[O:5])[CH3:2].C1C(=O)N([Cl:22])C(=O)C1. The catalyst is CN(C=O)C.CCOC(C)=O. The product is [CH2:1]([O:3][C:4]([C:6]1[C:11]([Cl:12])=[C:10]([Cl:22])[C:9](=[O:13])[N:8]([CH3:14])[CH:7]=1)=[O:5])[CH3:2]. The yield is 0.950.